From a dataset of Catalyst prediction with 721,799 reactions and 888 catalyst types from USPTO. Predict which catalyst facilitates the given reaction. (1) Reactant: [Br:1][C:2]1[CH:3]=[C:4]([NH:8][C@H:9]([C:12]2[CH:17]=[CH:16][CH:15]=[CH:14][CH:13]=2)[CH2:10]O)[CH:5]=[N:6][CH:7]=1.[C:18]1(=[O:28])[NH:22][C:21](=[O:23])[C:20]2=[CH:24][CH:25]=[CH:26][CH:27]=[C:19]12.C1(P(C2C=CC=CC=2)C2C=CC=CC=2)C=CC=CC=1.N(C(OCC)=O)=NC(OCC)=O. Product: [Br:1][C:2]1[CH:3]=[C:4]([NH:8][C@H:9]([C:12]2[CH:17]=[CH:16][CH:15]=[CH:14][CH:13]=2)[CH2:10][N:22]2[C:18](=[O:28])[C:19]3[C:20](=[CH:24][CH:25]=[CH:26][CH:27]=3)[C:21]2=[O:23])[CH:5]=[N:6][CH:7]=1. The catalyst class is: 20. (2) Reactant: [H-].[Na+].Cl[C:4]1[CH:5]=[C:6]([C@H:11]2[C:19]3[C:14](=[CH:15][CH:16]=[CH:17][CH:18]=3)[C@H:13]([OH:20])[CH2:12]2)[CH:7]=[CH:8][C:9]=1Cl.CI.[OH2:23]. Product: [C:6]1([CH:11]2[C:19]3[C:14](=[CH:15][CH:16]=[CH:17][CH:18]=3)[CH:13]([O:20][C:11](=[O:23])[C:6]3[CH:7]=[CH:8][CH:9]=[CH:4][CH:5]=3)[CH2:12]2)[CH:7]=[CH:8][CH:9]=[CH:4][CH:5]=1. The catalyst class is: 1.